Predict the product of the given reaction. From a dataset of Forward reaction prediction with 1.9M reactions from USPTO patents (1976-2016). (1) Given the reactants [C:1]1([Mg]Br)[CH:6]=[CH:5][CH:4]=[CH:3][CH:2]=1.[CH2:9](OCC)[CH3:10], predict the reaction product. The product is: [CH2:9]=[CH:10][C:1]1[CH:6]=[CH:5][CH:4]=[CH:3][CH:2]=1.[CH2:1]=[CH2:2]. (2) The product is: [Cl:1][C:2]1[N:3]=[C:4]([C:15]2[CH:14]=[C:13]([CH3:26])[C:12](=[O:27])[N:11]([CH3:10])[CH:16]=2)[CH:5]=[C:6]([Cl:8])[N:7]=1. Given the reactants [Cl:1][C:2]1[N:7]=[C:6]([Cl:8])[CH:5]=[C:4](Cl)[N:3]=1.[CH3:10][N:11]1[CH:16]=[C:15](B2OC(C)(C)C(C)(C)O2)[CH:14]=[C:13]([CH3:26])[C:12]1=[O:27].C1(P(C2C=CC=CC=2)C2C=CC=CC=2)C=CC=CC=1.C([O-])([O-])=O.[Na+].[Na+], predict the reaction product. (3) Given the reactants [CH3:1][C:2]1[CH:12]=[CH:11][CH:10]=[C:9]([N+:13]([O-])=O)[C:3]=1[NH:4][CH2:5][CH2:6][S:7][CH3:8].O.O.[Sn](Cl)Cl.Cl.C1N=CN([C:27](N2C=NC=C2)=[O:28])C=1, predict the reaction product. The product is: [CH3:1][C:2]1[C:3]2[N:4]([CH2:5][CH2:6][S:7][CH3:8])[C:27](=[O:28])[NH:13][C:9]=2[CH:10]=[CH:11][CH:12]=1. (4) Given the reactants [NH:1]1[C:9]2[C:4](=[CH:5][CH:6]=[C:7]([NH2:10])[CH:8]=2)[CH:3]=[CH:2]1.[OH-:11].[K+].[OH2:13], predict the reaction product. The product is: [N+:1]([C:9]1[CH:4]=[CH:5][C:6]([C:3]2[C:4]3[C:9](=[CH:8][C:7]([NH2:10])=[CH:6][CH:5]=3)[NH:1][CH:2]=2)=[CH:7][CH:8]=1)([O-:13])=[O:11].